Dataset: Catalyst prediction with 721,799 reactions and 888 catalyst types from USPTO. Task: Predict which catalyst facilitates the given reaction. Reactant: [CH3:1][O:2][C:3]1[CH:4]=[C:5]([CH2:9][C:10](O)=O)[CH:6]=[CH:7][CH:8]=1.C[N:14]([CH3:17])C=O.[C:18](Cl)(=O)[C:19]([Cl:21])=[O:20]. Product: [CH3:1][O:2][C:3]1[CH:8]=[CH:7][C:6]2[CH2:18][CH2:17][NH:14][CH2:10][CH2:9][C:5]=2[CH:4]=1.[CH3:1][O:2][C:3]1[CH:8]=[C:7]([CH2:18][C:19]([Cl:21])=[O:20])[CH:6]=[CH:5][CH:4]=1. The catalyst class is: 7.